From a dataset of Forward reaction prediction with 1.9M reactions from USPTO patents (1976-2016). Predict the product of the given reaction. (1) Given the reactants [Li+].C[Si]([N-][Si](C)(C)C)(C)C.[Cl:11][C:12]1[CH:13]=[C:14]([C:26](=[O:28])[CH3:27])[CH:15]=[N:16][C:17]=1[NH:18][C:19]1[CH:24]=[CH:23][C:22]([Cl:25])=[CH:21][CH:20]=1.[CH3:29][CH2:30][O:31]C(C)=O.Cl, predict the reaction product. The product is: [Cl:11][C:12]1[CH:13]=[C:14]([C:26](=[O:28])[CH2:27][C:30](=[O:31])[CH3:29])[CH:15]=[N:16][C:17]=1[NH:18][C:19]1[CH:20]=[CH:21][C:22]([Cl:25])=[CH:23][CH:24]=1. (2) Given the reactants [OH:1]/[N:2]=[C:3]1\[CH2:4][C@@H:5]2[C@@H:14]([C@:15]3([CH3:22])[CH:20]\1[CH2:19][C:18](=O)[CH2:17][CH2:16]3)[CH2:13][CH2:12][C@@:10]1([CH3:11])[C@H:6]2[CH2:7][CH2:8][C:9]1=[O:23].[ClH:24].Cl.[NH2:26][C@@H:27]([CH3:31])[CH2:28][O:29][NH2:30], predict the reaction product. The product is: [NH2:26][C@@H:27]([CH3:31])[CH2:28][O:29][N:30]=[C:18]1[CH2:19][CH2:20][C@@:15]2([CH3:22])[CH:16]([CH2:3][CH2:4][C@@H:5]3[C@@H:14]2[CH2:13][CH2:12][C@@:10]2([CH3:11])[C@H:6]3[CH2:7][CH2:8][CH2:9]2)[CH2:17]1.[ClH:24].[OH:1]/[N:2]=[C:3]1\[CH2:4][C@@H:5]2[C@@H:14]([C@:15]3([CH3:22])[CH:20]\1[CH2:19][CH2:18][CH2:17][CH2:16]3)[CH2:13][CH2:12][C@@:10]1([CH3:11])[C@H:6]2[CH2:7][CH2:8][C:9]1=[O:23]. (3) The product is: [Cl:1][C:2]1[CH:3]=[CH:4][C:5]2[N:11]([CH2:12][C:13]([CH3:17])([CH3:16])[CH2:14][OH:15])[C:10](=[O:18])[C@H:9]([CH2:19][C:20]([NH:35][CH2:36][CH2:37][C:38]3[O:39][CH:40]=[CH:41][C:42]=3[C:43]([O:45][CH3:46])=[O:44])=[O:22])[O:8][C@@H:7]([C:23]3[CH:28]=[CH:27][CH:26]=[C:25]([O:29][CH3:30])[C:24]=3[O:31][CH3:32])[C:6]=2[CH:33]=1. Given the reactants [Cl:1][C:2]1[CH:3]=[CH:4][C:5]2[N:11]([CH2:12][C:13]([CH3:17])([CH3:16])[CH2:14][OH:15])[C:10](=[O:18])[C@H:9]([CH2:19][C:20]([OH:22])=O)[O:8][C@@H:7]([C:23]3[CH:28]=[CH:27][CH:26]=[C:25]([O:29][CH3:30])[C:24]=3[O:31][CH3:32])[C:6]=2[CH:33]=1.Cl.[NH2:35][CH2:36][CH2:37][C:38]1[O:39][CH:40]=[CH:41][C:42]=1[C:43]([O:45][CH3:46])=[O:44].P(C#N)(OCC)(OCC)=O.C(N(CC)CC)C, predict the reaction product. (4) Given the reactants [Cl:1][C:2]1[CH:7]=[CH:6][C:5]([CH:8]([OH:10])[CH3:9])=[CH:4][C:3]=1[F:11].CC(OI1(OC(C)=O)(OC(C)=O)OC(=O)C2C=CC=CC1=2)=O.O, predict the reaction product. The product is: [Cl:1][C:2]1[CH:7]=[CH:6][C:5]([C:8](=[O:10])[CH3:9])=[CH:4][C:3]=1[F:11]. (5) Given the reactants Cl.[NH:2]([C:4](=[S:6])[NH2:5])[NH2:3].[F:7][C:8]1[CH:17]=[C:16]2[C:11]([CH:12]=[CH:13][CH:14]=[N:15]2)=[CH:10][C:9]=1[CH2:18][C:19]1[N:23]2[N:24]=[C:25]([C:28](=O)[CH3:29])[CH:26]=[CH:27][C:22]2=[N:21][CH:20]=1, predict the reaction product. The product is: [F:7][C:8]1[CH:17]=[C:16]2[C:11]([CH:12]=[CH:13][CH:14]=[N:15]2)=[CH:10][C:9]=1[CH2:18][C:19]1[N:23]2[N:24]=[C:25](/[C:28](=[N:3]/[NH:2][C:4](=[S:6])[NH2:5])/[CH3:29])[CH:26]=[CH:27][C:22]2=[N:21][CH:20]=1. (6) Given the reactants [NH2:1][C:2]([C:7]1[CH:16]=[CH:15][C:14]2[C:9](=[CH:10][CH:11]=[C:12]([O:17][C:18]3[CH:23]=[CH:22][C:21]([O:24][C:25]4C=[CH:29][CH:28]=[CH:27][CH:26]=4)=[CH:20][CH:19]=3)[CH:13]=2)[CH:8]=1)([CH2:5][OH:6])[CH2:3][OH:4].CC1(C)OCC(C2C=CC3C(=CC=C(OC4C=CC(OCCCCC)=CC=4)C=3)C=2)(N)CO1, predict the reaction product. The product is: [NH2:1][C:2]([C:7]1[CH:16]=[CH:15][C:14]2[C:9](=[CH:10][CH:11]=[C:12]([O:17][C:18]3[CH:23]=[CH:22][C:21]([O:24][CH2:25][CH2:26][CH2:27][CH2:28][CH3:29])=[CH:20][CH:19]=3)[CH:13]=2)[CH:8]=1)([CH2:3][OH:4])[CH2:5][OH:6]. (7) Given the reactants [Br:1][C:2]1[CH:9]=[C:8]([F:10])[C:5]([CH:6]=O)=[C:4]([F:11])[CH:3]=1.[C:12]([CH:17]=P(C1C=CC=CC=1)(C1C=CC=CC=1)C1C=CC=CC=1)([O:14][CH2:15][CH3:16])=[O:13], predict the reaction product. The product is: [CH2:15]([O:14][C:12](=[O:13])[CH:17]=[CH:6][C:5]1[C:8]([F:10])=[CH:9][C:2]([Br:1])=[CH:3][C:4]=1[F:11])[CH3:16].